Predict the product of the given reaction. From a dataset of Forward reaction prediction with 1.9M reactions from USPTO patents (1976-2016). (1) Given the reactants [F:1][C:2]1[CH:10]=[C:9]2[C:5]([C:6]([CH:18]=[O:19])=[CH:7][N:8]2[C:11]([O:13][C:14]([CH3:17])([CH3:16])[CH3:15])=[O:12])=[CH:4][CH:3]=1.[BH4-].[Na+].ClCCl, predict the reaction product. The product is: [F:1][C:2]1[CH:10]=[C:9]2[C:5]([C:6]([CH2:18][OH:19])=[CH:7][N:8]2[C:11]([O:13][C:14]([CH3:15])([CH3:17])[CH3:16])=[O:12])=[CH:4][CH:3]=1. (2) Given the reactants [NH2:1][C:2]1[CH:7]=[CH:6][CH:5]=[C:4]([CH3:8])[C:3]=1[OH:9].[Br:10][C:11]1[CH:16]=[CH:15][C:14]([N:17]=[C:18]=S)=[CH:13][CH:12]=1.O[Li].O.OO, predict the reaction product. The product is: [Br:10][C:11]1[CH:16]=[CH:15][C:14]([NH:17][C:18]2[O:9][C:3]3[C:4]([CH3:8])=[CH:5][CH:6]=[CH:7][C:2]=3[N:1]=2)=[CH:13][CH:12]=1. (3) Given the reactants [C:1]1([CH3:27])[CH:6]=[CH:5][C:4]([C:7]2[N:8]=[C:9]([C:21]#[C:22][Si](C)(C)C)[C:10]([NH2:20])=[N:11][C:12]=2[C:13]2[CH:18]=[CH:17][C:16]([CH3:19])=[CH:15][CH:14]=2)=[CH:3][CH:2]=1.CC(C)([O-])C.[K+].Cl.[OH-].[Na+], predict the reaction product. The product is: [C:1]1([CH3:27])[CH:6]=[CH:5][C:4]([C:7]2[N:8]=[C:9]3[CH:21]=[CH:22][NH:20][C:10]3=[N:11][C:12]=2[C:13]2[CH:18]=[CH:17][C:16]([CH3:19])=[CH:15][CH:14]=2)=[CH:3][CH:2]=1.